Dataset: Peptide-MHC class I binding affinity with 185,985 pairs from IEDB/IMGT. Task: Regression. Given a peptide amino acid sequence and an MHC pseudo amino acid sequence, predict their binding affinity value. This is MHC class I binding data. (1) The peptide sequence is SINITPDDGL. The MHC is HLA-A68:02 with pseudo-sequence HLA-A68:02. The binding affinity (normalized) is 0.198. (2) The peptide sequence is KYQLKHIVW. The binding affinity (normalized) is 0. The MHC is HLA-A33:01 with pseudo-sequence HLA-A33:01. (3) The binding affinity (normalized) is 0.499. The peptide sequence is YSEESPTEY. The MHC is HLA-A01:01 with pseudo-sequence HLA-A01:01. (4) The peptide sequence is VTRKHMILV. The MHC is HLA-A30:01 with pseudo-sequence HLA-A30:01. The binding affinity (normalized) is 0.726. (5) The peptide sequence is KEENLVNSLV. The MHC is HLA-B44:02 with pseudo-sequence HLA-B44:02. The binding affinity (normalized) is 0.421. (6) The peptide sequence is MRYTCLNSEK. The MHC is HLA-A11:01 with pseudo-sequence HLA-A11:01. The binding affinity (normalized) is 0.00153. (7) The peptide sequence is TNLYGFIIK. The MHC is HLA-A33:01 with pseudo-sequence HLA-A33:01. The binding affinity (normalized) is 0.00733.